Dataset: Full USPTO retrosynthesis dataset with 1.9M reactions from patents (1976-2016). Task: Predict the reactants needed to synthesize the given product. (1) The reactants are: NC1C=CC2N(CC(F)(F)F)[C@H](CC(C)C)COC=2C=1.CCOC(C)=O.[CH2:27]([C@@H:31]1[CH2:49][O:48][C:34]2=[C:35]3[C:40](=[CH:41][CH:42]=[C:33]2[N:32]1[CH2:50][C:51]([F:54])([F:53])[F:52])[NH:39][C:38](=[O:43])[CH:37]=[C:36]3[C:44]([F:47])([F:46])[F:45])[CH:28]([CH3:30])[CH3:29].C(OC(=O)CC(C(F)(F)F)=O)C. Given the product [CH2:27]([C@@H:31]1[CH2:49][O:48][C:42]2[C:33](=[CH:34][C:35]3[C:36]([C:44]([F:46])([F:47])[F:45])=[CH:37][C:38](=[O:43])[NH:39][C:40]=3[CH:41]=2)[N:32]1[CH2:50][C:51]([F:54])([F:52])[F:53])[CH:28]([CH3:29])[CH3:30], predict the reactants needed to synthesize it. (2) The reactants are: C1(C)C=CC=CC=1.[CH3:8][O:9][C:10]1[CH:19]=[C:18]2[C:13]([CH2:14][CH2:15][CH:16]([CH2:20][CH2:21]O)[CH2:17]2)=[CH:12][CH:11]=1.N1C=CC=CC=1.P(Br)(Br)[Br:30]. Given the product [Br:30][CH2:21][CH2:20][CH:16]1[CH2:15][CH2:14][C:13]2[C:18](=[CH:19][C:10]([O:9][CH3:8])=[CH:11][CH:12]=2)[CH2:17]1, predict the reactants needed to synthesize it.